Dataset: Reaction yield outcomes from USPTO patents with 853,638 reactions. Task: Predict the reaction yield, written as a fraction of the theoretical maximum amount of product (1.0 means a 100% yield; for example, 0.34 means a 34% yield). (1) The reactants are [CH3:1][C:2]([O:5][C:6]([N:8]1[C@H:12]([C:13](O)=[O:14])[CH2:11][C@H:10]([NH:16][C:17]([O:19][CH2:20][CH:21]2[C:33]3[C:28](=[CH:29][CH:30]=[CH:31][CH:32]=3)[C:27]3[C:22]2=[CH:23][CH:24]=[CH:25][CH:26]=3)=[O:18])[CH2:9]1)=[O:7])([CH3:4])[CH3:3].C(Cl)CCl.C1C=NC2N(O)N=NC=2C=1.CN1CCOCC1.[C@H:55]1([NH2:65])[C:64]2[C:59](=[CH:60][CH:61]=[CH:62][CH:63]=2)[CH2:58][CH2:57][CH2:56]1. The catalyst is CN(C=O)C.O. The product is [CH:23]1[C:22]2[CH:21]([CH2:20][O:19][C:17]([NH:16][C@@H:10]3[CH2:9][N:8]([C:6]([O:5][C:2]([CH3:1])([CH3:4])[CH3:3])=[O:7])[C@H:12]([C:13](=[O:14])[NH:65][C@H:55]4[C:64]5[C:59](=[CH:60][CH:61]=[CH:62][CH:63]=5)[CH2:58][CH2:57][CH2:56]4)[CH2:11]3)=[O:18])[C:33]3[C:28](=[CH:29][CH:30]=[CH:31][CH:32]=3)[C:27]=2[CH:26]=[CH:25][CH:24]=1. The yield is 0.870. (2) The reactants are [CH3:1][O:2][C:3]1[C:12]2[N:11]=[C:10]([NH2:13])[N:9]3[CH2:14][CH2:15][N:16]=[C:8]3[C:7]=2[CH:6]=[CH:5][C:4]=1[O:17][CH2:18][C@H:19]1[CH2:21][O:20]1.[CH3:22][C@H:23]1[O:28][C@@H:27]([CH3:29])[CH2:26][NH:25][CH2:24]1. The catalyst is CN(C=O)C. The product is [CH3:29][C@H:27]1[O:28][C@@H:23]([CH3:22])[CH2:24][N:25]([CH2:21][C@@H:19]([OH:20])[CH2:18][O:17][C:4]2[CH:5]=[CH:6][C:7]3[C:8]4[N:9]([CH2:14][CH2:15][N:16]=4)[C:10]([NH2:13])=[N:11][C:12]=3[C:3]=2[O:2][CH3:1])[CH2:26]1. The yield is 0.960. (3) The reactants are C(OC([N:8]1[CH2:12][CH2:11][C@H:10]([O:13][C:14]2[N:32]=[CH:31][C:17]3[O:18][CH2:19][CH2:20][N:21]([C:22]4[CH:23]=[N:24][C:25]([O:29][CH3:30])=[C:26]([CH3:28])[CH:27]=4)[C:16]=3[CH:15]=2)[CH2:9]1)=O)(C)(C)C.C(O)(C(F)(F)F)=O.C([O-])([O-])=O.[Na+].[Na+]. The catalyst is C(Cl)Cl. The product is [CH3:30][O:29][C:25]1[N:24]=[CH:23][C:22]([N:21]2[CH2:20][CH2:19][O:18][C:17]3[CH:31]=[N:32][C:14]([O:13][C@H:10]4[CH2:11][CH2:12][NH:8][CH2:9]4)=[CH:15][C:16]2=3)=[CH:27][C:26]=1[CH3:28]. The yield is 0.900. (4) The reactants are Br[C:2]1[CH:3]=[C:4]2[C:8](=[C:9]([C:11]([F:14])([F:13])[F:12])[CH:10]=1)[C:7](=[O:15])[N:6]([CH2:16][C:17]1[CH:22]=[CH:21][C:20]([O:23][C:24]([F:27])([F:26])[F:25])=[CH:19][CH:18]=1)[CH2:5]2.[CH3:28][N:29]([CH3:33])[CH2:30][CH2:31][OH:32].C([O-])([O-])=O.[Cs+].[Cs+].C(Cl)(Cl)Cl.CO. The catalyst is C1(C)C=CC=CC=1.CC([O-])=O.CC([O-])=O.[Pd+2]. The product is [CH3:28][N:29]([CH3:33])[CH2:30][CH2:31][O:32][C:2]1[CH:3]=[C:4]2[C:8](=[C:9]([C:11]([F:14])([F:13])[F:12])[CH:10]=1)[C:7](=[O:15])[N:6]([CH2:16][C:17]1[CH:22]=[CH:21][C:20]([O:23][C:24]([F:27])([F:26])[F:25])=[CH:19][CH:18]=1)[CH2:5]2. The yield is 0.360. (5) The catalyst is C(Cl)Cl. The reactants are [CH3:1][C:2]([Si:5]([CH3:29])([CH3:28])[O:6][CH2:7][C:8]1[CH:13]=[CH:12][C:11]([C:14]2[CH:19]=[C:18]([O:20][CH3:21])[CH:17]=[CH:16][C:15]=2[F:22])=[C:10]([CH:23]([OH:27])[C:24]([CH3:26])=[CH2:25])[CH:9]=1)([CH3:4])[CH3:3].I[CH2:31]I.C([Zn]CC)C. The product is [CH3:4][C:2]([Si:5]([CH3:28])([CH3:29])[O:6][CH2:7][C:8]1[CH:13]=[CH:12][C:11]([C:14]2[CH:19]=[C:18]([O:20][CH3:21])[CH:17]=[CH:16][C:15]=2[F:22])=[C:10]([CH:23]([C:24]2([CH3:31])[CH2:26][CH2:25]2)[OH:27])[CH:9]=1)([CH3:1])[CH3:3]. The yield is 0.850. (6) The reactants are [OH:1][C:2]1[CH:7]=[CH:6][C:5](/[CH:8]=[C:9](\[CH3:15])/[C:10]([O:12][CH2:13][CH3:14])=[O:11])=[CH:4][CH:3]=1.[H-].[Na+].Br[C:19]1[C:20]2[CH:36]=[CH:35][C:34]([O:37][CH3:38])=[CH:33][C:21]=2[S:22](=[O:32])[C:23]=1[C:24]1[CH:29]=[CH:28][C:27]([O:30][CH3:31])=[CH:26][CH:25]=1. The catalyst is CN(C=O)C. The product is [CH3:38][O:37][C:34]1[CH:35]=[CH:36][C:20]2[C:19]([O:1][C:2]3[CH:3]=[CH:4][C:5](/[CH:8]=[C:9](\[CH3:15])/[C:10]([O:12][CH2:13][CH3:14])=[O:11])=[CH:6][CH:7]=3)=[C:23]([C:24]3[CH:29]=[CH:28][C:27]([O:30][CH3:31])=[CH:26][CH:25]=3)[S:22](=[O:32])[C:21]=2[CH:33]=1. The yield is 0.860. (7) The reactants are C[O:2][C:3]1[CH:8]=[CH:7][C:6]([P:9](=[O:27])([C:19]2[CH:24]=[CH:23][C:22]([O:25]C)=[CH:21][CH:20]=2)[C:10]2[CH:15]=[C:14]([CH3:16])[C:13]([CH3:17])=[CH:12][C:11]=2[CH3:18])=[CH:5][CH:4]=1.Br.[K+].[Br-].S([O-])([O-])=O.[Na+].[Na+].CBr. No catalyst specified. The product is [OH:2][C:3]1[CH:8]=[CH:7][C:6]([P:9](=[O:27])([C:19]2[CH:20]=[CH:21][C:22]([OH:25])=[CH:23][CH:24]=2)[C:10]2[CH:15]=[C:14]([CH3:16])[C:13]([CH3:17])=[CH:12][C:11]=2[CH3:18])=[CH:5][CH:4]=1. The yield is 0.689. (8) The reactants are FC(F)(F)C(O)=O.C([SiH](CC)CC)C.[CH3:15][C:16]1[NH:17][C:18]2[C:23]([CH:24]=1)=[CH:22][CH:21]=[CH:20][CH:19]=2.[N+:25]([C:28]1[CH:35]=[CH:34][C:31]([CH:32]=O)=[CH:30][CH:29]=1)([O-:27])=[O:26].[OH-].[Na+].[Cl-].[Na+]. The catalyst is ClCCl. The product is [CH3:15][C:16]1[NH:17][C:18]2[C:23]([C:24]=1[CH2:32][C:31]1[CH:34]=[CH:35][C:28]([N+:25]([O-:27])=[O:26])=[CH:29][CH:30]=1)=[CH:22][CH:21]=[CH:20][CH:19]=2. The yield is 0.403. (9) The reactants are Br[C:2]1[CH:3]=[N:4][CH:5]=[C:6]([O:8][CH:9]([CH3:11])[CH3:10])[CH:7]=1.[CH3:12][N:13](C(OC(C)(C)C)=O)[C@H:14]([CH2:16][CH:17]=[CH2:18])[CH3:15].C([O-])([O-])=O.[K+].[K+].[OH:32][C:33]1[CH:41]=[CH:40][C:36]([C:37]([OH:39])=[O:38])=[CH:35][CH:34]=1. The catalyst is C([O-])(=O)C.[Pd+2].C([O-])(=O)C.C1(C)C=CC=CC=1P(C1C=CC=CC=1C)C1C=CC=CC=1C.CN(C=O)C. The product is [OH:32][C:33]1[CH:41]=[CH:40][C:36]([C:37]([OH:39])=[O:38])=[CH:35][CH:34]=1.[CH3:12][NH:13][C@H:14]([CH2:16]/[CH:17]=[CH:18]/[C:2]1[CH:3]=[N:4][CH:5]=[C:6]([O:8][CH:9]([CH3:11])[CH3:10])[CH:7]=1)[CH3:15]. The yield is 0.616.